Task: Predict the reactants needed to synthesize the given product.. Dataset: Full USPTO retrosynthesis dataset with 1.9M reactions from patents (1976-2016) (1) Given the product [CH3:31][C:6]1[C:7]([C:8]2[C:16]3[O:15][CH2:14][C@@H:13]([NH:17][C:18]4[CH:30]=[CH:29][C:21]5[C@H:22]([CH2:25][C:26]([O-:28])=[O:27])[CH2:23][O:24][C:20]=5[CH:19]=4)[C:12]=3[CH:11]=[CH:10][CH:9]=2)=[C:2]([CH3:1])[N:3]=[C:4]([N:32]2[CH2:33][CH2:34][O:35][CH2:36][CH2:37]2)[N:5]=1.[Na+:39], predict the reactants needed to synthesize it. The reactants are: [CH3:1][C:2]1[C:7]([C:8]2[C:16]3[O:15][CH2:14][C@@H:13]([NH:17][C:18]4[CH:30]=[CH:29][C:21]5[C@H:22]([CH2:25][C:26]([OH:28])=[O:27])[CH2:23][O:24][C:20]=5[CH:19]=4)[C:12]=3[CH:11]=[CH:10][CH:9]=2)=[C:6]([CH3:31])[N:5]=[C:4]([N:32]2[CH2:37][CH2:36][O:35][CH2:34][CH2:33]2)[N:3]=1.[OH-].[Na+:39].C(#N)C. (2) Given the product [O:17]1[CH2:3][CH:2]1[CH2:1][NH:4][C:5](=[O:11])[O:6][C:7]([CH3:10])([CH3:9])[CH3:8], predict the reactants needed to synthesize it. The reactants are: [CH2:1]([NH:4][C:5](=[O:11])[O:6][C:7]([CH3:10])([CH3:9])[CH3:8])[CH:2]=[CH2:3].ClC1C=C(C=CC=1)C(OO)=[O:17].